Dataset: Forward reaction prediction with 1.9M reactions from USPTO patents (1976-2016). Task: Predict the product of the given reaction. (1) Given the reactants [F:1][C:2]1[CH:28]=[CH:27][C:5]([CH2:6][N:7]2[CH2:12][CH2:11][C:10](OS(C(F)(F)F)(=O)=O)=[C:9]([C:21]([O:23]CC)=O)[C:8]2=[O:26])=[CH:4][CH:3]=1.[NH:29]1[CH2:34][CH2:33][NH:32][CH2:31][C:30]1=[O:35], predict the reaction product. The product is: [F:1][C:2]1[CH:3]=[CH:4][C:5]([CH2:6][N:7]2[CH2:12][CH2:11][C:10]3[N:32]4[CH2:33][CH2:34][NH:29][C:30](=[O:35])[C:31]4=[C:21]([OH:23])[C:9]=3[C:8]2=[O:26])=[CH:27][CH:28]=1. (2) Given the reactants [Br:1][C:2]1[CH:3]=[C:4]2[C:8](=[CH:9][C:10]=1[N+:11]([O-])=O)[NH:7][C:6]([C:14]([O:16][CH2:17][CH3:18])=[O:15])=[C:5]2[S:19]([N:22]1[CH2:27][CH2:26][O:25][CH2:24][CH2:23]1)(=[O:21])=[O:20].Cl, predict the reaction product. The product is: [Br:1][C:2]1[CH:3]=[C:4]2[C:8](=[CH:9][C:10]=1[NH2:11])[NH:7][C:6]([C:14]([O:16][CH2:17][CH3:18])=[O:15])=[C:5]2[S:19]([N:22]1[CH2:23][CH2:24][O:25][CH2:26][CH2:27]1)(=[O:20])=[O:21]. (3) Given the reactants [CH3:1][C:2]1[S:3][C:4]([C:8]2[CH:13]=[CH:12][N:11]=[C:10]([NH:14][C:15]3[CH:20]=[CH:19][CH:18]=[C:17]([N+:21]([O-])=O)[CH:16]=3)[N:9]=2)=[C:5]([CH3:7])[N:6]=1.CC(O)=O, predict the reaction product. The product is: [CH3:1][C:2]1[S:3][C:4]([C:8]2[CH:13]=[CH:12][N:11]=[C:10]([NH:14][C:15]3[CH:20]=[CH:19][CH:18]=[C:17]([NH2:21])[CH:16]=3)[N:9]=2)=[C:5]([CH3:7])[N:6]=1. (4) Given the reactants [Cl:1][C:2]1[C:11]2[C:6](=[CH:7][CH:8]=[C:9]([C:12]([C:20]3[C:21]([CH3:27])=[N:22][C:23]([CH3:26])=[CH:24][CH:25]=3)([OH:19])[C:13]3[N:17]([CH3:18])[N:16]=[N:15][CH:14]=3)[CH:10]=2)[N:5]=[C:4]([O:28][CH3:29])[C:3]=1[C:30](O)=[O:31].CCN=C=N[CH2:38][CH2:39][CH2:40][N:41](C)C.C1C=CC2N(O)N=NC=2C=1.C1(N)CC1, predict the reaction product. The product is: [Cl:1][C:2]1[C:11]2[C:6](=[CH:7][CH:8]=[C:9]([C:12]([C:20]3[C:21]([CH3:27])=[N:22][C:23]([CH3:26])=[CH:24][CH:25]=3)([OH:19])[C:13]3[N:17]([CH3:18])[N:16]=[N:15][CH:14]=3)[CH:10]=2)[N:5]=[C:4]([O:28][CH3:29])[C:3]=1[C:30]([NH:41][CH:40]1[CH2:38][CH2:39]1)=[O:31]. (5) Given the reactants [CH2:1](Br)[CH:2]=[CH2:3].[C:5]([C:7]1[CH:12]=[CH:11][C:10]([NH:13][CH:14]([C:18]2[CH:23]=[C:22]([CH2:24][CH3:25])[C:21]([OH:26])=[C:20]([Br:27])[CH:19]=2)[C:15]([O-:17])=[O:16])=[CH:9][CH:8]=1)#[N:6].[C:28]([O-])([O-])=O.[Cs+].[Cs+].[NH4+].[Cl-], predict the reaction product. The product is: [C:5]([C:7]1[CH:12]=[CH:11][C:10]([NH:13][CH:14]([C:18]2[CH:23]=[C:22]([CH2:24][CH3:25])[C:21]([O:26][CH2:1][CH:2]=[CH2:3])=[C:20]([Br:27])[CH:19]=2)[C:15]([O:17][CH3:28])=[O:16])=[CH:9][CH:8]=1)#[N:6]. (6) Given the reactants [C:1]1([C:25]2[CH:30]=[CH:29][CH:28]=[CH:27][CH:26]=2)[CH:6]=[CH:5][C:4]([CH2:7][C@@H:8]([NH:17][C:18]([C:20]2[NH:21][N:22]=[N:23][CH:24]=2)=[O:19])[CH2:9][C@@H:10]([CH2:14][C:15]#[N:16])[C:11]([OH:13])=[O:12])=[CH:3][CH:2]=1.OO.C([O-])([O-])=[O:34].[K+].[K+], predict the reaction product. The product is: [C:1]1([C:25]2[CH:30]=[CH:29][CH:28]=[CH:27][CH:26]=2)[CH:6]=[CH:5][C:4]([CH2:7][C@@H:8]([NH:17][C:18]([C:20]2[NH:21][N:22]=[N:23][CH:24]=2)=[O:19])[CH2:9][C@@H:10]([CH2:14][C:15](=[O:34])[NH2:16])[C:11]([OH:13])=[O:12])=[CH:3][CH:2]=1. (7) Given the reactants FC(F)(F)C(O)=O.C(OC(=O)[NH:14][CH:15]1[CH2:20][CH2:19][N:18]([C:21]2[CH:26]=[CH:25][N:24]=[C:23]3[NH:27][CH:28]=[CH:29][C:22]=23)[CH2:17][CH2:16]1)(C)(C)C, predict the reaction product. The product is: [NH:27]1[C:23]2=[N:24][CH:25]=[CH:26][C:21]([N:18]3[CH2:19][CH2:20][CH:15]([NH2:14])[CH2:16][CH2:17]3)=[C:22]2[CH:29]=[CH:28]1. (8) The product is: [C:1]1([C:7]([C:24]2[CH:29]=[CH:28][CH:27]=[CH:26][CH:25]=2)([CH2:17][N:18]2[CH2:23][CH2:22][CH2:21][CH2:20][CH2:19]2)[CH2:8][NH2:9])[CH:2]=[CH:3][CH:4]=[CH:5][CH:6]=1. Given the reactants [C:1]1([C:7]([C:24]2[CH:29]=[CH:28][CH:27]=[CH:26][CH:25]=2)([CH2:17][N:18]2[CH2:23][CH2:22][CH2:21][CH2:20][CH2:19]2)[CH2:8][NH:9]C(=O)OC(C)(C)C)[CH:6]=[CH:5][CH:4]=[CH:3][CH:2]=1.FC(F)(F)C(O)=O, predict the reaction product. (9) Given the reactants Cl.[Cl:2][C:3]1[CH:4]=[C:5]2[C:9](=[CH:10][CH:11]=1)[NH:8][N:7]=[C:6]2[CH2:12]Cl.CN(C)C=O.[N-:19]=[N+:20]=[N-:21].[Na+], predict the reaction product. The product is: [N:19]([CH2:12][C:6]1[C:5]2[C:9](=[CH:10][CH:11]=[C:3]([Cl:2])[CH:4]=2)[NH:8][N:7]=1)=[N+:20]=[N-:21]. (10) Given the reactants [NH2:1][CH:2]([C:8]1[CH:13]=[CH:12][C:11]([O:14][CH3:15])=[C:10]([O:16][CH3:17])[CH:9]=1)[CH2:3][C:4]([O:6]C)=[O:5].N[C@@H](C1C=CC(OC)=C(OC)C=1)CC(OC)=O.C(Cl)Cl, predict the reaction product. The product is: [NH2:1][C@@H:2]([C:8]1[CH:13]=[CH:12][C:11]([O:14][CH3:15])=[C:10]([O:16][CH3:17])[CH:9]=1)[CH2:3][C:4]([OH:6])=[O:5].